From a dataset of Reaction yield outcomes from USPTO patents with 853,638 reactions. Predict the reaction yield, written as a fraction of the theoretical maximum amount of product (1.0 means a 100% yield; for example, 0.34 means a 34% yield). The reactants are [Cl:1][C:2]1[CH:3]=[CH:4][C:5]([O:16][CH3:17])=[C:6]([C:8](=[O:15])[CH2:9][C:10]([O:12][CH2:13][CH3:14])=[O:11])[CH:7]=1.CO[CH:20](OC)[N:21]([CH3:23])[CH3:22]. No catalyst specified. The product is [Cl:1][C:2]1[CH:3]=[CH:4][C:5]([O:16][CH3:17])=[C:6]([CH:7]=1)[C:8]([C:9](=[CH:20][N:21]([CH3:23])[CH3:22])[C:10]([O:12][CH2:13][CH3:14])=[O:11])=[O:15]. The yield is 0.800.